Dataset: Catalyst prediction with 721,799 reactions and 888 catalyst types from USPTO. Task: Predict which catalyst facilitates the given reaction. Reactant: C(N(C(C)C)CC)(C)C.C1N(P(Cl)(N2C(=O)OCC2)=O)C(=O)OC1.Cl.[Cl:26][CH2:27][CH2:28][CH2:29][CH:30]([C:35]1[CH:40]=[C:39]([F:41])[C:38]([F:42])=[C:37]([F:43])[CH:36]=1)[C:31]([NH:33][NH2:34])=[O:32].[F:44]/[C:45](=[CH:49]\[C:50]1[CH:55]=[CH:54][C:53]([N:56]2[CH:60]=[C:59]([CH3:61])[N:58]=[CH:57]2)=[C:52]([O:62][CH3:63])[CH:51]=1)/[C:46](O)=[O:47].O.C(=O)(O)[O-].[Na+]. The catalyst class is: 124. Product: [F:44]/[C:45](=[CH:49]\[C:50]1[CH:55]=[CH:54][C:53]([N:56]2[CH:60]=[C:59]([CH3:61])[N:58]=[CH:57]2)=[C:52]([O:62][CH3:63])[CH:51]=1)/[C:46]([NH:34][NH:33][C:31](=[O:32])[CH:30]([C:35]1[CH:36]=[C:37]([F:43])[C:38]([F:42])=[C:39]([F:41])[CH:40]=1)[CH2:29][CH2:28][CH2:27][Cl:26])=[O:47].